From a dataset of Reaction yield outcomes from USPTO patents with 853,638 reactions. Predict the reaction yield, written as a fraction of the theoretical maximum amount of product (1.0 means a 100% yield; for example, 0.34 means a 34% yield). The reactants are [CH:1]1([CH:5]([NH:18][C:19]2[CH:27]=[CH:26][C:22]([C:23](O)=[O:24])=[CH:21][CH:20]=2)[C:6]2[CH:10]=[C:9]([C:11]3[CH:16]=[CH:15][CH:14]=[CH:13][CH:12]=3)O[C:7]=2[CH3:17])[CH2:4][CH2:3][CH2:2]1.[CH3:28][NH:29][CH2:30][CH2:31][C:32]([O:34]CC)=[O:33].Cl.C(N=C=NCCCN(C)C)C.[OH2:49].OC1C2N=NNC=2C=CC=1. The catalyst is CN(C)C=O.C(OCC)(=O)C.C(N(CC)CC)C. The product is [CH:1]1([CH:5]([NH:18][C:19]2[CH:27]=[CH:26][C:22]([C:23]([N:29]([CH3:28])[CH2:30][CH2:31][C:32]([OH:34])=[O:33])=[O:24])=[CH:21][CH:20]=2)[C:6]2[CH:10]=[C:9]([C:11]3[CH:12]=[CH:13][CH:14]=[CH:15][CH:16]=3)[O:49][C:7]=2[CH3:17])[CH2:2][CH2:3][CH2:4]1. The yield is 0.920.